Task: Predict the reactants needed to synthesize the given product.. Dataset: Full USPTO retrosynthesis dataset with 1.9M reactions from patents (1976-2016) (1) Given the product [C:47]1([CH:33]2[C:34]([C:36]3[CH:37]=[CH:38][C:39]4[O:44][CH2:43][C:42](=[O:45])[NH:41][C:40]=4[CH:46]=3)=[CH:5][C:4]3[C:3](=[CH:28][CH:27]=[CH:26][CH:25]=3)[O:2]2)[CH:48]=[CH:49][CH:50]=[CH:51][CH:52]=1, predict the reactants needed to synthesize it. The reactants are: [Br-].[OH:2][C:3]1[CH:28]=[CH:27][CH:26]=[CH:25][C:4]=1[CH2:5][P+](C1C=CC=CC=1)(C1C=CC=CC=1)C1C=CC=CC=1.C[O-].[Na+].Br[CH:33]([C:47]1[CH:52]=[CH:51][CH:50]=[CH:49][CH:48]=1)[C:34]([C:36]1[CH:37]=[CH:38][C:39]2[O:44][CH2:43][C:42](=[O:45])[NH:41][C:40]=2[CH:46]=1)=O.C(OCC)(=O)C. (2) Given the product [Br:1][CH2:2][CH2:3][CH2:4][CH2:5][O:6][C:12]1[CH:11]=[CH:10][CH:9]=[C:8]([Cl:7])[C:13]=1[Cl:14], predict the reactants needed to synthesize it. The reactants are: [Br:1][CH2:2][CH2:3][CH2:4][CH2:5][OH:6].[Cl:7][C:8]1[C:13]([Cl:14])=[CH:12][CH:11]=[CH:10][C:9]=1O. (3) Given the product [F:23][C:24]([F:33])([F:34])[O:25][C:26]1[CH:27]=[CH:28][C:29]([NH:30][C:14](=[O:16])[C:4]2[CH:5]=[C:6]([CH:12]=[CH:13][C:3]=2[O:2][CH3:1])[C:7]([O:9][CH2:10][CH3:11])=[O:8])=[CH:31][CH:32]=1, predict the reactants needed to synthesize it. The reactants are: [CH3:1][O:2][C:3]1[CH:13]=[CH:12][C:6]([C:7]([O:9][CH2:10][CH3:11])=[O:8])=[CH:5][C:4]=1[C:14]([O-:16])=O.C(Cl)(=O)C(Cl)=O.[F:23][C:24]([F:34])([F:33])[O:25][C:26]1[CH:32]=[CH:31][C:29]([NH2:30])=[CH:28][CH:27]=1.C(N(CC)C(C)C)(C)C. (4) Given the product [Cl:19][C:11]1[CH:12]=[CH:13][C:14]2[O:15][CH2:16][O:17][C:18]=2[C:10]=1[N:8]([CH3:9])[C:6]1[CH:5]=[CH:4][N:3]=[C:2]([NH:20][C:21]2[CH:26]=[CH:25][CH:24]=[CH:23][CH:22]=2)[N:7]=1, predict the reactants needed to synthesize it. The reactants are: Cl[C:2]1[N:7]=[C:6]([N:8]([C:10]2[C:18]3[O:17][CH2:16][O:15][C:14]=3[CH:13]=[CH:12][C:11]=2[Cl:19])[CH3:9])[CH:5]=[CH:4][N:3]=1.[NH2:20][C:21]1[CH:26]=[CH:25][CH:24]=[CH:23][CH:22]=1.Cl. (5) The reactants are: [O-]CC.[Na+].[CH3:5][S:6][C:7]1[CH:12]=[CH:11][C:10]([C:13](=[O:18])[CH2:14][C:15](=[O:17])[CH3:16])=[CH:9][CH:8]=1.Cl[C:20](=[N:26]O)[C:21]([O:23][CH2:24][CH3:25])=[O:22].C(O)(=O)C. Given the product [CH3:16][C:15]1[O:17][N:26]=[C:20]([C:21]([O:23][CH2:24][CH3:25])=[O:22])[C:14]=1[C:13](=[O:18])[C:10]1[CH:9]=[CH:8][C:7]([S:6][CH3:5])=[CH:12][CH:11]=1, predict the reactants needed to synthesize it. (6) Given the product [CH3:14][Si:13]([CH3:16])([CH3:15])[CH2:12][CH2:11][O:10][CH2:9][N:8]([CH2:17][O:18][CH2:19][CH2:20][Si:21]([CH3:24])([CH3:23])[CH3:22])[C:6]1[N:5]2[N:25]=[CH:26][CH:27]=[C:4]2[N:3]=[C:2]([CH2:39][C:40]2[CH:41]=[CH:42][C:43]([CH2:46][C:47]([O:49][CH3:50])=[O:48])=[CH:44][CH:45]=2)[CH:7]=1, predict the reactants needed to synthesize it. The reactants are: Cl[C:2]1[CH:7]=[C:6]([N:8]([CH2:17][O:18][CH2:19][CH2:20][Si:21]([CH3:24])([CH3:23])[CH3:22])[CH2:9][O:10][CH2:11][CH2:12][Si:13]([CH3:16])([CH3:15])[CH3:14])[N:5]2[N:25]=[CH:26][CH:27]=[C:4]2[N:3]=1.B([O-])[O-].CC1(C)C(C)(C)OB([CH2:39][C:40]2[CH:45]=[CH:44][C:43]([CH2:46][C:47]([O:49][CH3:50])=[O:48])=[CH:42][CH:41]=2)O1.[O-]P([O-])([O-])=O.[K+].[K+].[K+]. (7) Given the product [CH2:1]([O:8][C:9]1[CH:24]=[C:23]([N:25]([CH2:31][C:32]2[CH:33]=[CH:34][C:35]([CH:38]3[CH2:43][CH2:42][CH2:41][CH2:40][CH2:39]3)=[CH:36][CH:37]=2)[C:26](=[O:30])[CH2:27][N:28]([CH3:29])[S:51]([C:48]2[CH:49]=[CH:50][C:45]([Br:44])=[CH:46][CH:47]=2)(=[O:53])=[O:52])[CH:22]=[CH:21][C:10]=1[C:11]([O:13][CH2:14][C:15]1[CH:20]=[CH:19][CH:18]=[CH:17][CH:16]=1)=[O:12])[C:2]1[CH:3]=[CH:4][CH:5]=[CH:6][CH:7]=1, predict the reactants needed to synthesize it. The reactants are: [CH2:1]([O:8][C:9]1[CH:24]=[C:23]([N:25]([CH2:31][C:32]2[CH:37]=[CH:36][C:35]([CH:38]3[CH2:43][CH2:42][CH2:41][CH2:40][CH2:39]3)=[CH:34][CH:33]=2)[C:26](=[O:30])[CH2:27][NH:28][CH3:29])[CH:22]=[CH:21][C:10]=1[C:11]([O:13][CH2:14][C:15]1[CH:20]=[CH:19][CH:18]=[CH:17][CH:16]=1)=[O:12])[C:2]1[CH:7]=[CH:6][CH:5]=[CH:4][CH:3]=1.[Br:44][C:45]1[CH:50]=[CH:49][C:48]([S:51](Cl)(=[O:53])=[O:52])=[CH:47][CH:46]=1. (8) The reactants are: [Cl:1][C:2]1[CH:8]=[CH:7][C:5]([NH2:6])=[C:4]([O:9][CH3:10])[CH:3]=1.Cl[S:12]([N:15]=[C:16]=[O:17])(=[O:14])=[O:13].[Cl-].[Al+3].[Cl-].[Cl-]. Given the product [Cl:1][C:2]1[CH:3]=[C:4]([O:9][CH3:10])[C:5]2[NH:6][C:16](=[O:17])[NH:15][S:12](=[O:14])(=[O:13])[C:7]=2[CH:8]=1, predict the reactants needed to synthesize it.